Dataset: Reaction yield outcomes from USPTO patents with 853,638 reactions. Task: Predict the reaction yield, written as a fraction of the theoretical maximum amount of product (1.0 means a 100% yield; for example, 0.34 means a 34% yield). (1) The reactants are [Si]([O:8][C@@H:9]1[CH2:13][N:12](C(OC(C)(C)C)=O)[C@H:11]([C:21]2[N:30]([C:31]3[CH:36]=[CH:35][CH:34]=[CH:33][CH:32]=3)[C:29](=[O:37])[C:28]3[C:23](=[CH:24][CH:25]=[C:26]([F:46])[C:27]=3[C:38]3[CH:39]=[N:40][C:41]([O:44][CH3:45])=[N:42][CH:43]=3)[N:22]=2)[CH2:10]1)(C(C)(C)C)(C)C.OP(O)(O)=O.O.C([O-])([O-])=O.[Na+].[Na+]. The catalyst is C1COCC1. The product is [F:46][C:26]1[C:27]([C:38]2[CH:43]=[N:42][C:41]([O:44][CH3:45])=[N:40][CH:39]=2)=[C:28]2[C:23](=[CH:24][CH:25]=1)[N:22]=[C:21]([C@@H:11]1[CH2:10][C@H:9]([OH:8])[CH2:13][NH:12]1)[N:30]([C:31]1[CH:32]=[CH:33][CH:34]=[CH:35][CH:36]=1)[C:29]2=[O:37]. The yield is 0.900. (2) The reactants are [CH3:1][S:2]([C:5]1[CH:10]=[CH:9][C:8]([N:11]2[C:15]3=[N:16][CH:17]=[N:18][C:19](O)=[C:14]3[CH:13]=[N:12]2)=[CH:7][CH:6]=1)(=[O:4])=[O:3].CN(C)C1C=CC=CC=1.O=P(Cl)(Cl)[Cl:32]. No catalyst specified. The product is [Cl:32][C:19]1[N:18]=[CH:17][N:16]=[C:15]2[N:11]([C:8]3[CH:9]=[CH:10][C:5]([S:2]([CH3:1])(=[O:4])=[O:3])=[CH:6][CH:7]=3)[N:12]=[CH:13][C:14]=12. The yield is 0.270. (3) The reactants are Cl[CH2:2][C:3]1[CH:4]=[C:5]([F:12])[C:6]2[O:10][CH2:9][O:8][C:7]=2[CH:11]=1.[C-:13]#[N:14].[Na+].O. The catalyst is CS(C)=O. The product is [F:12][C:5]1[C:6]2[O:10][CH2:9][O:8][C:7]=2[CH:11]=[C:3]([CH2:2][C:13]#[N:14])[CH:4]=1. The yield is 0.700. (4) The yield is 0.560. The product is [O:42]=[S:38]1(=[O:43])[CH2:39][CH2:40][CH:41]=[C:37]1[C:27]1[CH:26]=[CH:25][C:23]2[NH:24][C:19]([C:3]3[C:4](=[O:18])[N:5]([CH2:13][CH2:14][CH:15]([CH3:17])[CH3:16])[N:6]=[C:7]([C:8]4[S:9][CH:10]=[CH:11][CH:12]=4)[C:2]=3[OH:1])=[N:20][S:21](=[O:31])(=[O:30])[C:22]=2[CH:28]=1. The reactants are [OH:1][C:2]1[C:7]([C:8]2[S:9][CH:10]=[CH:11][CH:12]=2)=[N:6][N:5]([CH2:13][CH2:14][CH:15]([CH3:17])[CH3:16])[C:4](=[O:18])[C:3]=1[C:19]1[NH:24][C:23]2[CH:25]=[CH:26][C:27](I)=[CH:28][C:22]=2[S:21](=[O:31])(=[O:30])[N:20]=1.C([Sn](CCCC)(CCCC)[C:37]1[S:38](=[O:43])(=[O:42])[CH2:39][CH2:40][CH:41]=1)CCC. The catalyst is CN(C=O)C.C1C=CC([P]([Pd]([P](C2C=CC=CC=2)(C2C=CC=CC=2)C2C=CC=CC=2)([P](C2C=CC=CC=2)(C2C=CC=CC=2)C2C=CC=CC=2)[P](C2C=CC=CC=2)(C2C=CC=CC=2)C2C=CC=CC=2)(C2C=CC=CC=2)C2C=CC=CC=2)=CC=1. (5) The reactants are [Cl:1][S:2]([OH:5])(=O)=[O:3].[CH2:6]([O:8][C:9]1[CH:17]=[C:16]([CH2:18][CH3:19])[CH:15]=[CH:14][C:10]=1[C:11]([OH:13])=[O:12])[CH3:7]. No catalyst specified. The product is [Cl:1][S:2]([C:15]1[C:16]([CH2:18][CH3:19])=[CH:17][C:9]([O:8][CH2:6][CH3:7])=[C:10]([CH:14]=1)[C:11]([OH:13])=[O:12])(=[O:5])=[O:3]. The yield is 0.790. (6) The reactants are [C:1]([C:5]1[O:9][N:8]=[C:7]([NH:10][C:11](=[O:45])[NH:12][C:13]2[CH:14]=[C:15]([CH:42]=[CH:43][CH:44]=2)[O:16][C:17]2[C:26]3[C:21](=[CH:22][C:23]([O:29][C@@H:30]4[CH2:34][CH2:33][N:32](C(OC(C)(C)C)=O)[CH2:31]4)=[C:24]([O:27][CH3:28])[CH:25]=3)[N:20]=[CH:19][N:18]=2)[CH:6]=1)([CH3:4])([CH3:3])[CH3:2].[ClH:46].Cl.C(C1ON=C(NC(NC2C=CC=C(OC3C4C(=CC(O[C@H]5CCNC5)=C(OC)C=4)N=CN=3)C=2)=O)C=1)(C)(C)C. No catalyst specified. The product is [ClH:46].[ClH:46].[C:1]([C:5]1[O:9][N:8]=[C:7]([NH:10][C:11]([NH:12][C:13]2[CH:44]=[CH:43][CH:42]=[C:15]([O:16][C:17]3[C:26]4[C:21](=[CH:22][C:23]([O:29][C@@H:30]5[CH2:34][CH2:33][NH:32][CH2:31]5)=[C:24]([O:27][CH3:28])[CH:25]=4)[N:20]=[CH:19][N:18]=3)[CH:14]=2)=[O:45])[CH:6]=1)([CH3:4])([CH3:2])[CH3:3]. The yield is 0.400. (7) The reactants are Cl[C:2]1[C:7]([NH:8][C:9](=O)[C:10]2[CH:15]=[CH:14][CH:13]=[CH:12][C:11]=2[N+:16]([O-:18])=[O:17])=[CH:6][C:5]([CH3:20])=[CH:4][N:3]=1.P12(SP3(SP(SP(S3)(S1)=S)(=S)S2)=S)=[S:22]. The catalyst is N1C=CC=CC=1.CC1C=CC(C)=CC=1. The product is [CH3:20][C:5]1[CH:6]=[C:7]2[N:8]=[C:9]([C:10]3[CH:15]=[CH:14][CH:13]=[CH:12][C:11]=3[N+:16]([O-:18])=[O:17])[S:22][C:2]2=[N:3][CH:4]=1. The yield is 0.750. (8) The reactants are [CH2:1]([O:8][C:9]([N:11]1[CH2:15][C@H:14]([O:16][S:17]([C:20]2[CH:25]=[CH:24][C:23]([CH3:26])=[CH:22][CH:21]=2)(=[O:19])=[O:18])[CH2:13][C@H:12]1[CH2:27][OH:28])=[O:10])[C:2]1[CH:7]=[CH:6][CH:5]=[CH:4][CH:3]=1.C(N(CC)CC)C.[Si:36](Cl)([C:39]([CH3:42])([CH3:41])[CH3:40])([CH3:38])[CH3:37]. The catalyst is ClCCl.CN(C)C1C=CN=CC=1. The product is [CH2:1]([O:8][C:9]([N:11]1[CH2:15][C@H:14]([O:16][S:17]([C:20]2[CH:21]=[CH:22][C:23]([CH3:26])=[CH:24][CH:25]=2)(=[O:19])=[O:18])[CH2:13][C@H:12]1[CH2:27][O:28][Si:36]([C:39]([CH3:42])([CH3:41])[CH3:40])([CH3:38])[CH3:37])=[O:10])[C:2]1[CH:3]=[CH:4][CH:5]=[CH:6][CH:7]=1. The yield is 0.940. (9) The reactants are [NH2:1][CH:2]1[CH2:7][N:6]([C:8](=[O:20])[C:9]2[CH:14]=[CH:13][CH:12]=[C:11]([C:15]3[O:16][CH:17]=[CH:18][CH:19]=3)[CH:10]=2)[CH2:5][CH:4]([C:21]([NH:23][C:24]2[CH:29]=[CH:28][C:27]([Cl:30])=[CH:26][CH:25]=2)=[O:22])[CH2:3]1.C=O.[C:33](O[BH-](OC(=O)C)OC(=O)C)(=O)C.[Na+]. The catalyst is ClC(Cl)C.C(O)(=O)C. The product is [Cl:30][C:27]1[CH:26]=[CH:25][C:24]([NH:23][C:21]([CH:4]2[CH2:3][CH:2]([NH:1][CH3:33])[CH2:7][N:6]([C:8](=[O:20])[C:9]3[CH:14]=[CH:13][CH:12]=[C:11]([C:15]4[O:16][CH:17]=[CH:18][CH:19]=4)[CH:10]=3)[CH2:5]2)=[O:22])=[CH:29][CH:28]=1. The yield is 0.0800.